This data is from Full USPTO retrosynthesis dataset with 1.9M reactions from patents (1976-2016). The task is: Predict the reactants needed to synthesize the given product. (1) Given the product [CH3:1][O:2][C:3]1[CH:4]=[C:5]2[C:10](=[CH:11][C:12]=1[C:24]1[N:29]=[N:28][C:27]([N:30]([CH3:41])[CH:31]3[CH2:36][C:35]([CH3:37])([CH3:38])[NH:34][C:33]([CH3:40])([CH3:39])[CH2:32]3)=[CH:26][CH:25]=1)[C:9]([CH3:22])=[N:8][CH:7]=[CH:6]2, predict the reactants needed to synthesize it. The reactants are: [CH3:1][O:2][C:3]1[CH:4]=[C:5]2[C:10](=[CH:11][C:12]=1B1OC(C)(C)C(C)(C)O1)[C:9]([CH3:22])=[N:8][CH:7]=[CH:6]2.Cl[C:24]1[N:29]=[N:28][C:27]([N:30]([CH3:41])[CH:31]2[CH2:36][C:35]([CH3:38])([CH3:37])[NH:34][C:33]([CH3:40])([CH3:39])[CH2:32]2)=[CH:26][CH:25]=1. (2) The reactants are: C([O-])(=O)C.[Na+].[CH:6]1[N:7]=[C:8]([C:15]([C:17]2[CH:22]=[CH:21][C:20]([N+:23]([O-:25])=[O:24])=[C:19]([O:26][CH3:27])[CH:18]=2)=[O:16])[N:9]2[CH:14]=[CH:13][CH:12]=[CH:11][C:10]=12.[Br:28]Br.C(=O)(O)[O-].[Na+]. Given the product [Br:28][C:6]1[N:7]=[C:8]([C:15]([C:17]2[CH:22]=[CH:21][C:20]([N+:23]([O-:25])=[O:24])=[C:19]([O:26][CH3:27])[CH:18]=2)=[O:16])[N:9]2[CH:14]=[CH:13][CH:12]=[CH:11][C:10]=12, predict the reactants needed to synthesize it.